Dataset: Catalyst prediction with 721,799 reactions and 888 catalyst types from USPTO. Task: Predict which catalyst facilitates the given reaction. (1) Reactant: [NH2:1][C:2]1[CH:10]=[CH:9][C:5]([C:6]([OH:8])=[O:7])=[CH:4][N:3]=1.[CH3:11][CH2:12]O. Product: [CH2:11]([O:7][C:6](=[O:8])[C:5]1[CH:9]=[CH:10][C:2]([NH2:1])=[N:3][CH:4]=1)[CH3:12]. The catalyst class is: 65. (2) Reactant: [Cl:1][C:2]1[CH:10]=[C:9]2[C:5]([CH2:6][C:7](=[O:11])[NH:8]2)=[CH:4][CH:3]=1.[CH3:12][O:13][C:14](=[O:31])[C:15]1[CH:20]=[CH:19][C:18]([O:21][C:22]2[CH:27]=[CH:26][C:25]([Br:28])=[CH:24][C:23]=2[CH:29]=O)=[CH:17][CH:16]=1.N1CCCC1. Product: [CH3:12][O:13][C:14](=[O:31])[C:15]1[CH:20]=[CH:19][C:18]([O:21][C:22]2[CH:27]=[CH:26][C:25]([Br:28])=[CH:24][C:23]=2/[CH:29]=[C:6]2\[C:7](=[O:11])[NH:8][C:9]3[C:5]\2=[CH:4][CH:3]=[C:2]([Cl:1])[CH:10]=3)=[CH:17][CH:16]=1. The catalyst class is: 5. (3) Reactant: [Cl:1][C:2]1[CH:37]=[CH:36][C:5]([CH2:6][N:7]2[C:12](=[N:13][C:14]3[CH:19]=[CH:18][C:17]([O:20][CH:21]([CH3:23])[CH3:22])=[C:16]([CH3:24])[CH:15]=3)[NH:11][C:10](=[O:25])[N:9]([C:26]3[O:27][CH:28]=[C:29]([C:31]([O:33]C)=[O:32])[N:30]=3)[C:8]2=[O:35])=[CH:4][CH:3]=1.CO.[OH-].[Li+].Cl. Product: [Cl:1][C:2]1[CH:3]=[CH:4][C:5]([CH2:6][N:7]2[C:12](=[N:13][C:14]3[CH:19]=[CH:18][C:17]([O:20][CH:21]([CH3:22])[CH3:23])=[C:16]([CH3:24])[CH:15]=3)[NH:11][C:10](=[O:25])[N:9]([C:26]3[O:27][CH:28]=[C:29]([C:31]([OH:33])=[O:32])[N:30]=3)[C:8]2=[O:35])=[CH:36][CH:37]=1. The catalyst class is: 6. (4) Reactant: Cl[CH:2](Cl)[C:3]([N:5](CC1OC(=O)OC=1C1N(C([O-])=O)CCC1)C1C=CC=C(C2ON=C(C3C(Cl)=CC=CC=3Cl)C=2)C=1)=[O:4].[F:41][C:42]([F:47])([F:46])[C:43]([OH:45])=[O:44]. Product: [F:41][C:42]([F:47])([F:46])[C:43]([OH:45])=[O:44].[C:3]([NH2:5])(=[O:4])[CH3:2]. The catalyst class is: 4. (5) Product: [C:1]([C:3]1[CH:8]=[CH:7][C:6]([N:9]2[C:13]([C:14]3[C:15](=[O:33])[N:16]([CH3:32])[C:17](=[O:31])[N:18]([C:21]4[CH:26]=[CH:25][CH:24]=[C:23]([C:27]([F:30])([F:29])[F:28])[CH:22]=4)[C:19]=3[CH3:20])=[C:12]([S:34]([NH2:39])(=[O:36])=[O:35])[CH:11]=[N:10]2)=[CH:5][CH:4]=1)#[N:2]. The catalyst class is: 10. Reactant: [C:1]([C:3]1[CH:8]=[CH:7][C:6]([N:9]2[C:13]([C:14]3[C:15](=[O:33])[N:16]([CH3:32])[C:17](=[O:31])[N:18]([C:21]4[CH:26]=[CH:25][CH:24]=[C:23]([C:27]([F:30])([F:29])[F:28])[CH:22]=4)[C:19]=3[CH3:20])=[C:12]([S:34](Cl)(=[O:36])=[O:35])[CH:11]=[N:10]2)=[CH:5][CH:4]=1)#[N:2].O.[NH3:39]. (6) Reactant: [Br:1][C:2]1[CH:3]=[C:4]2[C:9](=[CH:10][CH:11]=1)[C:8]([CH3:12])=[CH:7][C:6]([O:13]C)=[CH:5]2. Product: [Br:1][C:2]1[CH:3]=[C:4]2[C:9]([C:8]([CH3:12])=[CH:7][C:6]([OH:13])=[CH:5]2)=[CH:10][CH:11]=1. The catalyst class is: 570. (7) Reactant: [NH2:1][NH2:2].[Br:3][C:4]1[CH:5]=[N+:6]([O-:14])[CH:7]=[C:8]([C:10](OC)=[O:11])[CH:9]=1. Product: [Br:3][C:4]1[CH:5]=[N+:6]([O-:14])[CH:7]=[C:8]([C:10]([NH:1][NH2:2])=[O:11])[CH:9]=1. The catalyst class is: 8.